Dataset: M1 muscarinic receptor antagonist screen with 61,756 compounds. Task: Binary Classification. Given a drug SMILES string, predict its activity (active/inactive) in a high-throughput screening assay against a specified biological target. (1) The molecule is O(c1c(N2CCN(CC2)CC(=O)Nc2c3c([nH]c2C(OC)=O)cc(cc3)C)cccc1)C. The result is 0 (inactive). (2) The compound is o1c2c(c(CN3CCN(CC3)c3ccc(OC)cc3)cc1=O)c1c(cc2)cccc1. The result is 0 (inactive). (3) The molecule is S(c1n(N)c(nn1)C1CCCCC1)CC(=O)Nc1cc(F)c(F)cc1. The result is 0 (inactive). (4) The drug is O=C1N(C2CCCCCC2)C(c2c1cccc2)C(=O)NCc1cccnc1. The result is 0 (inactive).